Dataset: Reaction yield outcomes from USPTO patents with 853,638 reactions. Task: Predict the reaction yield, written as a fraction of the theoretical maximum amount of product (1.0 means a 100% yield; for example, 0.34 means a 34% yield). (1) The reactants are [CH3:1][C:2]1[N:3]=[C:4]([C:22]2[CH:27]=[CH:26][CH:25]=[CH:24][C:23]=2[O:28]CC2C=CC=CC=2)[N:5]([CH2:14][CH2:15][C:16]2[CH:21]=[CH:20][CH:19]=[CH:18][CH:17]=2)[C:6](=[O:13])[C:7]=1[C:8]([O:10][CH2:11][CH3:12])=[O:9]. The catalyst is C(O)C.[Pd]. The product is [OH:28][C:23]1[CH:24]=[CH:25][CH:26]=[CH:27][C:22]=1[C:4]1[N:5]([CH2:14][CH2:15][C:16]2[CH:17]=[CH:18][CH:19]=[CH:20][CH:21]=2)[C:6](=[O:13])[C:7]([C:8]([O:10][CH2:11][CH3:12])=[O:9])=[C:2]([CH3:1])[N:3]=1. The yield is 0.720. (2) The reactants are CCN(C(C)C)C(C)C.CN(C(ON1N=NC2C=CC=CC1=2)=[N+](C)C)C.[B-](F)(F)(F)F.[SH:32][C:33]1[N:41]=[CH:40][CH:39]=[CH:38][C:34]=1[C:35]([OH:37])=O.[CH3:42][C:43]([CH3:48])([CH3:47])[CH2:44][CH2:45][NH2:46]. The catalyst is CN(C=O)C.CCCCCC.CC(C)=O. The product is [CH3:42][C:43]([CH3:48])([CH3:47])[CH2:44][CH2:45][NH:46][C:35](=[O:37])[C:34]1[CH:38]=[CH:39][CH:40]=[N:41][C:33]=1[SH:32]. The yield is 0.610. (3) The reactants are [CH:1]1([N:5]2[CH2:10][CH2:9][N:8]([C:11]([C:13]3[CH:14]=[C:15]4[C:19](=[CH:20][CH:21]=3)[NH:18][C:17]([C:22]([N:24]3[CH2:29][CH2:28][C:27]([F:31])([F:30])[CH2:26][CH2:25]3)=[O:23])=[CH:16]4)=[O:12])[CH2:7][CH2:6]2)[CH2:4][CH2:3][CH2:2]1.[H-].[Na+].Br[CH:35]([CH3:37])[CH3:36]. The catalyst is CN(C)C=O. The product is [CH:1]1([N:5]2[CH2:6][CH2:7][N:8]([C:11]([C:13]3[CH:14]=[C:15]4[C:19](=[CH:20][CH:21]=3)[N:18]([CH:35]([CH3:37])[CH3:36])[C:17]([C:22]([N:24]3[CH2:25][CH2:26][C:27]([F:30])([F:31])[CH2:28][CH2:29]3)=[O:23])=[CH:16]4)=[O:12])[CH2:9][CH2:10]2)[CH2:2][CH2:3][CH2:4]1. The yield is 0.340. (4) The reactants are [C:1]([C:5]1[CH:18]=[CH:17][CH:16]=[CH:15][C:6]=1[O:7][CH2:8][CH2:9][N:10]([CH3:14])[C:11](Cl)=[O:12])([CH3:4])([CH3:3])[CH3:2].CCN(C(C)C)C(C)C.[NH2:28][C:29]1[C:34]([C:35]([O:37][CH3:38])=[O:36])=[CH:33][N:32]=[CH:31][CH:30]=1. The catalyst is C1COCC1.O. The product is [C:1]([C:5]1[CH:18]=[CH:17][CH:16]=[CH:15][C:6]=1[O:7][CH2:8][CH2:9][N:10]([CH3:14])[C:11](=[O:12])[NH:28][C:29]1[C:34]([C:35]([O:37][CH3:38])=[O:36])=[CH:33][N:32]=[CH:31][CH:30]=1)([CH3:4])([CH3:3])[CH3:2]. The yield is 0.640. (5) The reactants are [CH:1]([C:3]1[NH:4][CH:5]=[C:6]2[O:11][CH2:10][CH2:9][O:8][C:7]=12)=[O:2].[O:12](C(OC(C)(C)C)=O)[C:13]([O:15][C:16]([CH3:19])([CH3:18])[CH3:17])=O.C(N(CC)CC)C. The catalyst is ClCCl.CN(C)C1C=CN=CC=1. The yield is 0.900. The product is [C:13]([N:4]1[CH:5]=[C:6]2[O:11][CH2:10][CH2:9][O:8][C:7]2=[C:3]1[CH:1]=[O:2])([O:15][C:16]([CH3:19])([CH3:18])[CH3:17])=[O:12].